Dataset: Full USPTO retrosynthesis dataset with 1.9M reactions from patents (1976-2016). Task: Predict the reactants needed to synthesize the given product. (1) Given the product [Br:2][C:3]1[CH:4]=[C:5]([NH:11][S:16]([CH3:15])(=[O:18])=[O:17])[C:6]([O:9][CH3:10])=[N:7][CH:8]=1, predict the reactants needed to synthesize it. The reactants are: Cl.[Br:2][C:3]1[CH:4]=[C:5]([NH2:11])[C:6]([O:9][CH3:10])=[N:7][CH:8]=1.C(#N)C.[CH3:15][S:16](Cl)(=[O:18])=[O:17]. (2) The reactants are: [CH3:1][N:2]([C:12]1[CH:17]=[CH:16][C:15]([C:18](=[O:23])[C:19]([F:22])([F:21])[F:20])=[CH:14][CH:13]=1)[S:3]([C:6]1[CH:11]=[CH:10][CH:9]=[CH:8][CH:7]=1)(=[O:5])=[O:4].[CH3:24][CH:25]([CH3:29])[CH2:26][C:27]#[CH:28]. Given the product [OH:23][C:18]([C:15]1[CH:16]=[CH:17][C:12]([N:2]([CH3:1])[S:3]([C:6]2[CH:7]=[CH:8][CH:9]=[CH:10][CH:11]=2)(=[O:5])=[O:4])=[CH:13][CH:14]=1)([C:19]([F:21])([F:22])[F:20])[C:28]#[C:27][CH2:26][CH:25]([CH3:29])[CH3:24], predict the reactants needed to synthesize it. (3) Given the product [OH:39][CH2:38][CH2:37][C:33]1[CH:32]=[C:31]([C:28]2[CH:29]=[CH:30][C:25]([S:22]([N:20]([CH3:21])[CH:19]3[C:13]4[CH:12]=[CH:11][CH:10]=[C:9]([O:8][CH2:7][C:6]([OH:40])=[O:5])[C:14]=4[CH2:15][CH2:16][CH2:17][CH2:18]3)(=[O:24])=[O:23])=[N:26][CH:27]=2)[CH:36]=[CH:35][CH:34]=1, predict the reactants needed to synthesize it. The reactants are: C([O:5][C:6](=[O:40])[CH2:7][O:8][C:9]1[C:14]2[CH2:15][CH2:16][CH2:17][CH2:18][CH:19]([N:20]([S:22]([C:25]3[CH:30]=[CH:29][C:28]([C:31]4[CH:36]=[CH:35][CH:34]=[C:33]([CH2:37][CH2:38][OH:39])[CH:32]=4)=[CH:27][N:26]=3)(=[O:24])=[O:23])[CH3:21])[C:13]=2[CH:12]=[CH:11][CH:10]=1)(C)(C)C.[OH-].[Na+].